Task: Predict which catalyst facilitates the given reaction.. Dataset: Catalyst prediction with 721,799 reactions and 888 catalyst types from USPTO (1) Reactant: [NH2:1][C:2]1[C:7]([OH:8])=[CH:6][CH:5]=[CH:4][N:3]=1.[C:9]([O-])([O-])(OCC)[CH3:10].O.C1(C)C=CC(S(O)(=O)=O)=CC=1. Product: [CH3:9][C:10]1[O:8][C:7]2[C:2]([N:1]=1)=[N:3][CH:4]=[CH:5][CH:6]=2. The catalyst class is: 66. (2) Reactant: O.[CH2:2]([N:9]([CH2:26][C:27]1[CH:32]=[CH:31][CH:30]=[CH:29][CH:28]=1)[C:10]1[CH:15]=[CH:14][C:13]([CH:16]2[CH2:25][CH2:24][C:19]3(OCC[O:20]3)[CH2:18][CH2:17]2)=[CH:12][CH:11]=1)[C:3]1[CH:8]=[CH:7][CH:6]=[CH:5][CH:4]=1. Product: [CH2:26]([N:9]([CH2:2][C:3]1[CH:8]=[CH:7][CH:6]=[CH:5][CH:4]=1)[C:10]1[CH:15]=[CH:14][C:13]([CH:16]2[CH2:17][CH2:18][C:19](=[O:20])[CH2:24][CH2:25]2)=[CH:12][CH:11]=1)[C:27]1[CH:28]=[CH:29][CH:30]=[CH:31][CH:32]=1. The catalyst class is: 67. (3) Reactant: Br[C:2]1[CH:3]=[N:4][C:5]([C:8]2[CH:9]=[C:10]([CH:25]=[CH:26][CH:27]=2)[CH2:11][C:12]2[C:17](=[O:18])[CH:16]=[CH:15][N:14]([C:19]3[CH:20]=[N:21][N:22]([CH3:24])[CH:23]=3)[N:13]=2)=[N:6][CH:7]=1.CN(C1C(C2C(P(C3CCCCC3)C3CCCCC3)=CC=CC=2)=CC=CC=1)C.CC([O-])(C)C.[Na+].[F:62][C:63]1([F:68])[CH2:67][CH2:66][NH:65][CH2:64]1. Product: [F:62][C:63]1([F:68])[CH2:67][CH2:66][N:65]([C:2]2[CH:3]=[N:4][C:5]([C:8]3[CH:9]=[C:10]([CH:25]=[CH:26][CH:27]=3)[CH2:11][C:12]3[C:17](=[O:18])[CH:16]=[CH:15][N:14]([C:19]4[CH:20]=[N:21][N:22]([CH3:24])[CH:23]=4)[N:13]=3)=[N:6][CH:7]=2)[CH2:64]1. The catalyst class is: 187. (4) Reactant: [F:1][C:2]1[C:3]([N:9]2[C:13]([CH3:14])=[C:12]([C:15]([OH:17])=[O:16])[CH:11]=[N:10]2)=[N:4][CH:5]=[CH:6][C:7]=1[CH3:8].CN([CH:21]=[C:22]([C:30](=O)C)[C:23](OC(C)(C)C)=O)C.CCN(CC)CC. Product: [F:1][C:2]1[C:3]([N:9]2[C:13]([CH3:14])=[C:12]([C:15]([O:17][C:22]([CH3:30])([CH3:23])[CH3:21])=[O:16])[CH:11]=[N:10]2)=[N:4][CH:5]=[CH:6][C:7]=1[CH3:8]. The catalyst class is: 10. (5) Reactant: [Cl:1][C:2]1[N:7]=[CH:6][NH:5][C:4]2=[N:8][CH:9]=[CH:10][C:3]=12.[H-].[Na+].I[CH3:14]. The catalyst class is: 9. Product: [Cl:1][C:2]1[C:3]2[CH:10]=[CH:9][N:8]([CH3:14])[C:4]=2[N:5]=[CH:6][N:7]=1. (6) Reactant: [C:1]([O:5][C:6](=[O:14])[NH:7][CH2:8][C:9]([CH3:13])([CH3:12])[CH2:10][OH:11])([CH3:4])([CH3:3])[CH3:2].N1C=CC=CC=1.[CH3:21][C:22]1[CH:27]=[CH:26][C:25]([S:28](Cl)(=[O:30])=[O:29])=[CH:24][CH:23]=1. Product: [C:1]([O:5][C:6]([NH:7][CH2:8][C:9]([CH3:13])([CH3:12])[CH2:10][O:11][S:28]([C:25]1[CH:26]=[CH:27][C:22]([CH3:21])=[CH:23][CH:24]=1)(=[O:30])=[O:29])=[O:14])([CH3:4])([CH3:2])[CH3:3]. The catalyst class is: 4. (7) Reactant: C([O:5][C:6]([C:8]1[CH:13]=[CH:12][C:11]([C:14]2[C:15]([CH3:59])([CH3:58])[C@H:16]3[C@:29]([CH3:32])([CH2:30][CH:31]=2)[C@@H:28]2[C@:19]([CH3:57])([C@@:20]4([CH3:56])[C@H:25]([CH2:26][CH2:27]2)[C@H:24]2[C@H:33]([C:36]([CH3:38])=[CH2:37])[CH2:34][CH2:35][C@:23]2([CH2:39][NH:40][CH2:41][CH2:42][N:43]2[CH2:48][CH2:47][N:46](C(OC(C)(C)C)=O)[CH2:45][CH2:44]2)[CH2:22][CH2:21]4)[CH2:18][CH2:17]3)=[CH:10][CH:9]=1)=[O:7])(C)(C)C.C(O)(C(F)(F)F)=O. Product: [CH3:56][C@:20]12[C@@:19]3([CH3:57])[C@@H:28]([C@:29]4([CH3:32])[C@@H:16]([CH2:17][CH2:18]3)[C:15]([CH3:58])([CH3:59])[C:14]([C:11]3[CH:12]=[CH:13][C:8]([C:6]([OH:7])=[O:5])=[CH:9][CH:10]=3)=[CH:31][CH2:30]4)[CH2:27][CH2:26][C@@H:25]1[C@H:24]1[C@H:33]([C:36]([CH3:38])=[CH2:37])[CH2:34][CH2:35][C@:23]1([CH2:39][NH:40][CH2:41][CH2:42][N:43]1[CH2:44][CH2:45][NH:46][CH2:47][CH2:48]1)[CH2:22][CH2:21]2. The catalyst class is: 2.